From a dataset of Peptide-MHC class II binding affinity with 134,281 pairs from IEDB. Regression. Given a peptide amino acid sequence and an MHC pseudo amino acid sequence, predict their binding affinity value. This is MHC class II binding data. (1) The peptide sequence is HPQDGDALTLRTATN. The MHC is HLA-DQA10501-DQB10301 with pseudo-sequence HLA-DQA10501-DQB10301. The binding affinity (normalized) is 0.766. (2) The peptide sequence is ALRIIAGTPEVHAVK. The MHC is HLA-DPA10103-DPB10201 with pseudo-sequence HLA-DPA10103-DPB10201. The binding affinity (normalized) is 0.301. (3) The peptide sequence is YKLGPSPKARSERPA. The MHC is HLA-DQA10101-DQB10501 with pseudo-sequence HLA-DQA10101-DQB10501. The binding affinity (normalized) is 0. (4) The peptide sequence is WVAMTKGEGGVW. The MHC is DRB1_0301 with pseudo-sequence DRB1_0301. The binding affinity (normalized) is 0. (5) The peptide sequence is DQGCSSALGSGPYGA. The MHC is DRB3_0202 with pseudo-sequence DRB3_0202. The binding affinity (normalized) is 0.